Dataset: Full USPTO retrosynthesis dataset with 1.9M reactions from patents (1976-2016). Task: Predict the reactants needed to synthesize the given product. (1) Given the product [Si:18]([O:25][CH2:26][CH2:27][CH2:28][C:29]([C:2]1[CH2:7][CH2:6][CH2:5][CH2:4][CH:3]=1)([C:31]1[CH:35]=[C:34]([CH2:36][O:37][Si:38]([CH:39]([CH3:41])[CH3:40])([CH:45]([CH3:47])[CH3:46])[CH:42]([CH3:43])[CH3:44])[S:33][CH:32]=1)[OH:30])([C:21]([CH3:23])([CH3:22])[CH3:24])([CH3:20])[CH3:19], predict the reactants needed to synthesize it. The reactants are: Br[C:2]1[CH2:7][CH2:6][CH2:5][CH2:4][CH:3]=1.[Li]C(C)(C)C.CCCCC.[Si:18]([O:25][CH2:26][CH2:27][CH2:28][C:29]([C:31]1[CH:35]=[C:34]([CH2:36][O:37][Si:38]([CH:45]([CH3:47])[CH3:46])([CH:42]([CH3:44])[CH3:43])[CH:39]([CH3:41])[CH3:40])[S:33][CH:32]=1)=[O:30])([C:21]([CH3:24])([CH3:23])[CH3:22])([CH3:20])[CH3:19].C1CCCCC=1. (2) The reactants are: Cl[C:2]1[N:11]=[C:10]([N:12]([CH3:14])[CH3:13])[C:9]2[C:4](=[CH:5][CH:6]=[CH:7][CH:8]=2)[N:3]=1.[CH2:15]([O:22][C:23](=[O:42])[NH:24][C@H:25]1[CH2:30][CH2:29][CH2:28][C@H:27]([NH:31][C:32](=[O:41])[O:33][CH2:34][C:35]2[CH:40]=[CH:39][CH:38]=[CH:37][CH:36]=2)[CH2:26]1)[C:16]1[CH:21]=[CH:20][CH:19]=[CH:18][CH:17]=1.C([O-])([O-])=O.[Cs+].[Cs+].C1C=CC(P(C2C(C3C(P(C4C=CC=CC=4)C4C=CC=CC=4)=CC=C4C=3C=CC=C4)=C3C(C=CC=C3)=CC=2)C2C=CC=CC=2)=CC=1. Given the product [CH2:15]([O:22][C:23](=[O:42])[NH:24][C@H:25]1[CH2:30][CH2:29][CH2:28][C@H:27]([N:31]([C:32]([O:33][CH2:34][C:35]2[CH:36]=[CH:37][CH:38]=[CH:39][CH:40]=2)=[O:41])[C:2]2[N:11]=[C:10]([N:12]([CH3:14])[CH3:13])[C:9]3[C:4](=[CH:5][CH:6]=[CH:7][CH:8]=3)[N:3]=2)[CH2:26]1)[C:16]1[CH:21]=[CH:20][CH:19]=[CH:18][CH:17]=1, predict the reactants needed to synthesize it. (3) Given the product [N+:42]([C:40]1[CH:39]=[CH:38][C:36]2[N:37]=[C:33]([NH:31][N:32]=[CH:29][C:27]3[S:28][C:24]([N+:21]([O-:23])=[O:22])=[CH:25][CH:26]=3)[S:34][C:35]=2[CH:41]=1)([O-:44])=[O:43], predict the reactants needed to synthesize it. The reactants are: S1C2C=CC=CC=2N=C1NN=CC1OC([N+]([O-])=O)=CC=1.[N+:21]([C:24]1[S:28][C:27]([CH:29]=O)=[CH:26][CH:25]=1)([O-:23])=[O:22].[NH:31]([C:33]1[S:34][C:35]2[CH:41]=[C:40]([N+:42]([O-:44])=[O:43])[CH:39]=[CH:38][C:36]=2[N:37]=1)[NH2:32]. (4) The reactants are: C([N:8](CC1C=CC=CC=1)[CH:9]1[CH2:14][CH2:13][C:12](=O)[CH2:11][CH2:10]1)C1C=CC=CC=1.[NH:23]1[CH2:28][CH2:27][O:26][CH2:25][CH2:24]1.C(O[BH-](OC(=O)C)OC(=O)C)(=O)C.[Na+].C(=O)([O-])[O-].[K+].[K+]. Given the product [O:26]1[CH2:27][CH2:28][N:23]([C@H:12]2[CH2:13][CH2:14][C@H:9]([NH2:8])[CH2:10][CH2:11]2)[CH2:24][CH2:25]1, predict the reactants needed to synthesize it.